From a dataset of Full USPTO retrosynthesis dataset with 1.9M reactions from patents (1976-2016). Predict the reactants needed to synthesize the given product. Given the product [C:1]([O:5][C:6]([N:8]1[CH:16]2[CH:11]([CH:12]([OH:17])[CH2:13][CH2:14][CH2:15]2)[CH2:10][CH2:9]1)=[O:7])([CH3:4])([CH3:2])[CH3:3], predict the reactants needed to synthesize it. The reactants are: [C:1]([O:5][C:6]([N:8]1[C:16]2[CH2:15][CH2:14][CH2:13][C:12](=[O:17])[C:11]=2[CH:10]=[CH:9]1)=[O:7])([CH3:4])([CH3:3])[CH3:2].